The task is: Predict the reaction yield, written as a fraction of the theoretical maximum amount of product (1.0 means a 100% yield; for example, 0.34 means a 34% yield).. This data is from Reaction yield outcomes from USPTO patents with 853,638 reactions. The reactants are [C:1]([O:5][C:6]([N:8]1[CH2:13][CH2:12][N:11]([CH2:14][C:15]2[CH:23]=[CH:22][C:21]([Cl:24])=[CH:20][C:16]=2[C:17](O)=[O:18])[CH2:10][CH2:9]1)=[O:7])([CH3:4])([CH3:3])[CH3:2].ClCCl.Cl.CN(C)CCCN=C=NCC.[NH:40]1[CH2:45][CH2:44][O:43][CH2:42][CH2:41]1. The catalyst is O. The product is [Cl:24][C:21]1[CH:22]=[CH:23][C:15]([CH2:14][N:11]2[CH2:12][CH2:13][N:8]([C:6]([O:5][C:1]([CH3:4])([CH3:3])[CH3:2])=[O:7])[CH2:9][CH2:10]2)=[C:16]([C:17]([N:40]2[CH2:45][CH2:44][O:43][CH2:42][CH2:41]2)=[O:18])[CH:20]=1. The yield is 0.390.